This data is from Full USPTO retrosynthesis dataset with 1.9M reactions from patents (1976-2016). The task is: Predict the reactants needed to synthesize the given product. (1) The reactants are: [Cl:1][C:2]1[CH:7]=[CH:6][C:5]([O:8][C:9]2[C:14]([C:15]3[CH:20]=[CH:19][N:18]=[C:17]([NH:21][CH3:22])[CH:16]=3)=[CH:13][CH:12]=[CH:11][N:10]=2)=[CH:4][C:3]=1[NH:23][C:24](=[O:36])[C:25]1[CH:30]=[C:29]([C:31]([F:34])([F:33])[F:32])[CH:28]=[CH:27][C:26]=1F.[CH3:37][N:38]([CH3:44])[CH:39]1[CH2:43][CH2:42][NH:41][CH2:40]1. Given the product [Cl:1][C:2]1[CH:7]=[CH:6][C:5]([O:8][C:9]2[C:14]([C:15]3[CH:20]=[CH:19][N:18]=[C:17]([NH:21][CH3:22])[CH:16]=3)=[CH:13][CH:12]=[CH:11][N:10]=2)=[CH:4][C:3]=1[NH:23][C:24](=[O:36])[C:25]1[CH:30]=[C:29]([C:31]([F:32])([F:33])[F:34])[CH:28]=[CH:27][C:26]=1[N:41]1[CH2:42][CH2:43][CH:39]([N:38]([CH3:44])[CH3:37])[CH2:40]1, predict the reactants needed to synthesize it. (2) Given the product [O:40]=[C:34]1[CH:33]([N:27]2[CH2:26][C:25]3[C:29](=[CH:30][CH:31]=[C:23]([CH2:22][NH:21][C:3](=[O:5])[C:2]([F:1])([F:14])[C:6]4[CH:7]=[N:8][N:9]([CH3:13])[C:10](=[O:12])[CH:11]=4)[CH:24]=3)[C:28]2=[O:32])[CH2:38][CH2:37][C:36](=[O:39])[NH:35]1, predict the reactants needed to synthesize it. The reactants are: [F:1][C:2]([F:14])([C:6]1[CH:7]=[N:8][N:9]([CH3:13])[C:10](=[O:12])[CH:11]=1)[C:3]([OH:5])=O.P(Cl)(Cl)(Cl)=O.Cl.[NH2:21][CH2:22][C:23]1[CH:24]=[C:25]2[C:29](=[CH:30][CH:31]=1)[C:28](=[O:32])[N:27]([CH:33]1[CH2:38][CH2:37][C:36](=[O:39])[NH:35][C:34]1=[O:40])[CH2:26]2.C(=O)(O)[O-].[Na+]. (3) Given the product [F:27][C:21]1[CH:20]=[CH:19][C:18]([C:17]2[C:12]([C@@H:3]([NH:2][C:40](=[O:41])[CH2:39][C:37]3[C:36]4[C:31](=[CH:32][CH:33]=[CH:34][CH:35]=4)[NH:30][C:29](=[O:28])[CH:38]=3)[CH2:4][C:5]3[CH:10]=[CH:9][CH:8]=[C:7]([F:11])[CH:6]=3)=[N:13][CH:14]=[CH:15][CH:16]=2)=[CH:26][C:22]=1[C:23]([NH2:25])=[O:24], predict the reactants needed to synthesize it. The reactants are: Cl.[NH2:2][C@H:3]([C:12]1[C:17]([C:18]2[CH:19]=[CH:20][C:21]([F:27])=[C:22]([CH:26]=2)[C:23]([NH2:25])=[O:24])=[CH:16][CH:15]=[CH:14][N:13]=1)[CH2:4][C:5]1[CH:10]=[CH:9][CH:8]=[C:7]([F:11])[CH:6]=1.[O:28]=[C:29]1[CH:38]=[C:37]([CH2:39][C:40](O)=[O:41])[C:36]2[C:31](=[CH:32][CH:33]=[CH:34][CH:35]=2)[NH:30]1. (4) The reactants are: [CH3:1][O:2][CH2:3][C@H:4]([OH:7])[CH2:5][OH:6].[S:8](Cl)(Cl)=[O:9].I([O-])(=O)(=O)=[O:13].[Na+].O. Given the product [CH3:1][O:2][CH2:3][C@H:4]1[CH2:5][O:6][S:8](=[O:9])(=[O:13])[O:7]1, predict the reactants needed to synthesize it.